This data is from TCR-epitope binding with 47,182 pairs between 192 epitopes and 23,139 TCRs. The task is: Binary Classification. Given a T-cell receptor sequence (or CDR3 region) and an epitope sequence, predict whether binding occurs between them. The epitope is RAKFKQLL. The TCR CDR3 sequence is CASSFGPPKPDTQYF. Result: 1 (the TCR binds to the epitope).